Task: Predict the product of the given reaction.. Dataset: Forward reaction prediction with 1.9M reactions from USPTO patents (1976-2016) (1) Given the reactants FC(F)(F)S(O[C:7]1[CH:12]=[CH:11][C:10]([CH2:13][CH2:14][N:15]([C:26]([O:28][C:29]([CH3:32])([CH3:31])[CH3:30])=[O:27])[CH2:16][C@@H:17]([C:19]2[CH:24]=[CH:23][CH:22]=[C:21]([Cl:25])[CH:20]=2)[OH:18])=[CH:9][CH:8]=1)(=O)=O.[F:35][C:36]1[CH:37]=[C:38](B(O)O)[CH:39]=[CH:40][C:41]=1[C:42]([O:44][CH3:45])=[O:43].C(=O)([O-])[O-].[Na+].[Na+], predict the reaction product. The product is: [C:29]([O:28][C:26]([N:15]([CH2:16][C@@H:17]([C:19]1[CH:24]=[CH:23][CH:22]=[C:21]([Cl:25])[CH:20]=1)[OH:18])[CH2:14][CH2:13][C:10]1[CH:11]=[CH:12][C:7]([C:38]2[CH:39]=[CH:40][C:41]([C:42]([O:44][CH3:45])=[O:43])=[C:36]([F:35])[CH:37]=2)=[CH:8][CH:9]=1)=[O:27])([CH3:31])([CH3:32])[CH3:30]. (2) Given the reactants [NH:1]1[C:11]2[C:6](=[CH:7][CH:8]=[CH:9][CH:10]=2)[C:4](=[O:5])[C:2]1=[O:3].[H-].[Na+].Br[CH2:15][CH2:16][CH2:17][CH2:18][CH3:19].O, predict the reaction product. The product is: [CH2:15]([N:1]1[C:11]2[C:6](=[CH:7][CH:8]=[CH:9][CH:10]=2)[C:4](=[O:5])[C:2]1=[O:3])[CH2:16][CH2:17][CH2:18][CH3:19]. (3) Given the reactants [NH2:1][C:2]1[C:3]2[C:10](I)=[CH:9][N:8]([C@H:12]3[CH2:15][C@H:14]([C:16]([NH2:18])=[O:17])[CH2:13]3)[C:4]=2[N:5]=[CH:6][N:7]=1.[C:19]1([C:25]2[CH:34]=[CH:33][C:32]3[C:27](=[CH:28][C:29](B4OC(C)(C)C(C)(C)O4)=[CH:30][CH:31]=3)[N:26]=2)[CH:24]=[CH:23][CH:22]=[CH:21][CH:20]=1.C([O-])([O-])=O.[Na+].[Na+].CN(C=O)C, predict the reaction product. The product is: [NH2:1][C:2]1[C:3]2[C:10]([C:29]3[CH:28]=[C:27]4[C:32]([CH:33]=[CH:34][C:25]([C:19]5[CH:24]=[CH:23][CH:22]=[CH:21][CH:20]=5)=[N:26]4)=[CH:31][CH:30]=3)=[CH:9][N:8]([C@H:12]3[CH2:15][C@H:14]([C:16]([NH2:18])=[O:17])[CH2:13]3)[C:4]=2[N:5]=[CH:6][N:7]=1. (4) Given the reactants F[C:2]1[CH:10]=[N:9][CH:8]=[CH:7][C:3]=1[C:4]([OH:6])=[O:5].[F:11][C:12]1[CH:19]=[CH:18][CH:17]=[CH:16][C:13]=1[CH2:14][NH2:15], predict the reaction product. The product is: [F:11][C:12]1[CH:19]=[CH:18][CH:17]=[CH:16][C:13]=1[CH2:14][NH:15][C:2]1[CH:10]=[N:9][CH:8]=[CH:7][C:3]=1[C:4]([OH:6])=[O:5]. (5) Given the reactants [Br:1][C:2]1[CH:8]=[CH:7][C:5]([NH2:6])=[C:4]([F:9])[CH:3]=1.C(N(C(C)C)CC)(C)C.[Cl:19][C:20]1[CH:25]=[C:24](Cl)[N:23]=[CH:22][N:21]=1.CO.C(Cl)(Cl)Cl, predict the reaction product. The product is: [Br:1][C:2]1[CH:8]=[CH:7][C:5]([NH:6][C:24]2[CH:25]=[C:20]([Cl:19])[N:21]=[CH:22][N:23]=2)=[C:4]([F:9])[CH:3]=1. (6) Given the reactants C(OC(=O)[NH:7][C@H:8]1[CH2:13][CH2:12][CH2:11][C@@H:10]([NH:14][C:15]([C:17]2[CH:18]=[N:19][C:20]([C:23]3[CH:28]=[CH:27][CH:26]=[C:25]([F:29])[CH:24]=3)=[CH:21][CH:22]=2)=[O:16])[CH2:9]1)(C)(C)C.Cl, predict the reaction product. The product is: [NH2:7][C@@H:8]1[CH2:13][CH2:12][CH2:11][C@H:10]([NH:14][C:15](=[O:16])[C:17]2[CH:22]=[CH:21][C:20]([C:23]3[CH:28]=[CH:27][CH:26]=[C:25]([F:29])[CH:24]=3)=[N:19][CH:18]=2)[CH2:9]1. (7) Given the reactants [O:1]([C:8]1[CH:13]=[CH:12][C:11](B(O)O)=[CH:10][CH:9]=1)[C:2]1[CH:7]=[CH:6][CH:5]=[CH:4][CH:3]=1.[NH:17]1[CH:21]=[CH:20][C:19]([C:22]([O:24][CH2:25][CH3:26])=[O:23])=[N:18]1.N1C=CC=CC=1, predict the reaction product. The product is: [CH2:25]([O:24][C:22]([C:19]1[N:18]([C:11]2[CH:12]=[CH:13][C:8]([O:1][C:2]3[CH:7]=[CH:6][CH:5]=[CH:4][CH:3]=3)=[CH:9][CH:10]=2)[N:17]=[CH:21][CH:20]=1)=[O:23])[CH3:26].[CH2:25]([O:24][C:22]([C:19]1[CH:20]=[CH:21][N:17]([C:11]2[CH:12]=[CH:13][C:8]([O:1][C:2]3[CH:7]=[CH:6][CH:5]=[CH:4][CH:3]=3)=[CH:9][CH:10]=2)[N:18]=1)=[O:23])[CH3:26].